From a dataset of Reaction yield outcomes from USPTO patents with 853,638 reactions. Predict the reaction yield, written as a fraction of the theoretical maximum amount of product (1.0 means a 100% yield; for example, 0.34 means a 34% yield). (1) The reactants are [C:1]1([C:7]2[O:8][C:9](/[CH:12]=[C:13](\[CH3:30])/[CH2:14][CH2:15]/[CH:16]=[C:17](\[CH3:29])/[CH2:18][CH2:19]/[CH:20]=[C:21](\[CH3:28])/[CH2:22][CH2:23][CH:24]=[C:25]([CH3:27])[CH3:26])=[N:10][N:11]=2)[CH:6]=[CH:5][CH:4]=[CH:3][CH:2]=1.[CH2:31](C/C(/C)=C/CC/C(/C)=C/CC(Cl)=O)/C=C(/CCC=C(C)C)\C. No catalyst specified. The product is [CH3:30]/[C:13](/[CH2:14][CH2:15]/[CH:16]=[C:17](\[CH3:29])/[CH2:18][CH2:19]/[CH:20]=[C:21](\[CH3:28])/[CH2:22][CH2:23][CH:24]=[C:25]([CH3:27])[CH3:26])=[CH:12]\[C:9]1[O:8][C:7]([C:1]2[CH:2]=[CH:3][C:4]([CH3:31])=[CH:5][CH:6]=2)=[N:11][N:10]=1. The yield is 0.160. (2) The reactants are [OH:1][C:2]1[N:6]([C:7]2[CH:12]=[C:11]([C:13]#[N:14])[CH:10]=[CH:9][N:8]=2)[N:5]=[CH:4][CH:3]=1.[CH3:15][N:16]1[C:24]2[C:19](=[CH:20][CH:21]=[C:22]([CH2:25]O)[CH:23]=2)[CH:18]=[N:17]1. No catalyst specified. The product is [CH3:15][N:16]1[C:24]2[C:19](=[CH:20][CH:21]=[C:22]([CH2:25][O:1][C:2]3[N:6]([C:7]4[CH:12]=[C:11]([C:13]#[N:14])[CH:10]=[CH:9][N:8]=4)[N:5]=[CH:4][CH:3]=3)[CH:23]=2)[CH:18]=[N:17]1. The yield is 0.110. (3) The reactants are [Br:1][C:2]1[CH:6]=[C:5]([N:7]2[CH2:12][CH2:11][CH2:10]C[CH:8]2[CH:13]=O)[S:4][C:3]=1[C:15]#[N:16].S(O)(O)(=O)=O.[NH2:22][OH:23].O.O.O.C([O-])(=O)C.[Na+]. The catalyst is C(O)C. The product is [Br:1][C:2]1[CH:6]=[C:5]([N:7]([CH2:8][CH:13]=[N:22][OH:23])[CH2:12][CH2:11][CH3:10])[S:4][C:3]=1[C:15]#[N:16]. The yield is 0.800. (4) The reactants are [C:1]([O:5][C:6]([N:8]1[CH2:13][CH2:12][CH:11]([OH:14])[CH2:10][CH2:9]1)=[O:7])([CH3:4])([CH3:3])[CH3:2].[Si:15](Cl)([C:28]([CH3:31])([CH3:30])[CH3:29])([C:22]1[CH:27]=[CH:26][CH:25]=[CH:24][CH:23]=1)[C:16]1[CH:21]=[CH:20][CH:19]=[CH:18][CH:17]=1.N1C=CN=C1. The catalyst is CN(C=O)C.[Cl-].[Na+].O. The product is [C:1]([O:5][C:6]([N:8]1[CH2:13][CH2:12][CH:11]([O:14][Si:15]([C:28]([CH3:31])([CH3:30])[CH3:29])([C:22]2[CH:23]=[CH:24][CH:25]=[CH:26][CH:27]=2)[C:16]2[CH:21]=[CH:20][CH:19]=[CH:18][CH:17]=2)[CH2:10][CH2:9]1)=[O:7])([CH3:4])([CH3:2])[CH3:3]. The yield is 0.620. (5) The reactants are [NH2:1][C@@H:2]([CH2:22][C:23]1[CH:28]=[CH:27][C:26]([OH:29])=[CH:25][CH:24]=1)[C@@H:3]([OH:21])[CH2:4][C@@H:5]([NH:13][C:14](=[O:20])[O:15][C:16]([CH3:19])([CH3:18])[CH3:17])[CH2:6][C:7]1[CH:12]=[CH:11][CH:10]=[CH:9][CH:8]=1.[CH2:30]([O:37][C:38](ON1C(=O)CCC1=O)=[O:39])[C:31]1[CH:36]=[CH:35][CH:34]=[CH:33][CH:32]=1.C(N(CC)C(C)C)(C)C.CO. The catalyst is C1COCC1.C(Cl)(Cl)Cl. The product is [C:16]([O:15][C:14]([NH:13][C@@H:5]([CH2:6][C:7]1[CH:12]=[CH:11][CH:10]=[CH:9][CH:8]=1)[CH2:4][C@H:3]([OH:21])[C@@H:2]([NH:1][C:38](=[O:39])[O:37][CH2:30][C:31]1[CH:36]=[CH:35][CH:34]=[CH:33][CH:32]=1)[CH2:22][C:23]1[CH:24]=[CH:25][C:26]([OH:29])=[CH:27][CH:28]=1)=[O:20])([CH3:19])([CH3:18])[CH3:17]. The yield is 0.630. (6) The reactants are C[Al](C)C.CO[C:7]([C:9]1[S:13][C:12]([N:14]2[CH2:19][CH2:18][N:17]([C:20]([O:22][C:23]([CH3:26])([CH3:25])[CH3:24])=[O:21])[CH2:16][CH2:15]2)=[CH:11][CH:10]=1)=[O:8].[CH3:27][O:28][C:29]1[CH:30]=[C:31]([CH2:37][CH2:38][C:39]2[CH:40]=[C:41]([NH2:44])[NH:42][N:43]=2)[CH:32]=[C:33]([O:35][CH3:36])[CH:34]=1. The catalyst is C1(C)C=CC=CC=1.CC(C)=O. The product is [CH3:36][O:35][C:33]1[CH:32]=[C:31]([CH2:37][CH2:38][C:39]2[CH:40]=[C:41]([NH:44][C:7]([C:9]3[S:13][C:12]([N:14]4[CH2:15][CH2:16][N:17]([C:20]([O:22][C:23]([CH3:24])([CH3:25])[CH3:26])=[O:21])[CH2:18][CH2:19]4)=[CH:11][CH:10]=3)=[O:8])[NH:42][N:43]=2)[CH:30]=[C:29]([O:28][CH3:27])[CH:34]=1. The yield is 0.502. (7) The catalyst is C(O)(=O)C. The yield is 0.520. The reactants are [C:1](/[C:3](=[C:9](\OCC)/[CH3:10])/[C:4]([O:6][CH2:7][CH3:8])=O)#[N:2].[OH2:14].[NH2:15][NH2:16]. The product is [NH2:2][C:1]1[NH:16][N:15]=[C:9]([CH3:10])[C:3]=1[C:4]([O:6][CH2:7][CH3:8])=[O:14]. (8) The reactants are [I:1][C:2]1[CH:3]=[CH:4][C:5]([NH:12][S:13]([CH3:16])(=[O:15])=[O:14])=[C:6]([CH:11]=1)[C:7]([O:9][CH3:10])=[O:8].[C:17]([O-])([O-])=O.[K+].[K+].IC. The catalyst is CN(C=O)C. The product is [I:1][C:2]1[CH:3]=[CH:4][C:5]([N:12]([CH3:17])[S:13]([CH3:16])(=[O:15])=[O:14])=[C:6]([CH:11]=1)[C:7]([O:9][CH3:10])=[O:8]. The yield is 0.920. (9) The reactants are [Br:1][C:2]1[CH:7]=[CH:6][C:5]([S:8]([NH:11][C:12]2[C:21]3[C:16](=[CH:17][CH:18]=[CH:19][CH:20]=3)[C:15]([O:22]C)=[C:14]([S:24][CH2:25][C:26]([O:28][CH3:29])=[O:27])[CH:13]=2)(=[O:10])=[O:9])=[CH:4][CH:3]=1.B(Br)(Br)Br.C(=O)=O.CC(C)=O.[NH4+].[Cl-]. The catalyst is C(Cl)Cl. The product is [Br:1][C:2]1[CH:7]=[CH:6][C:5]([S:8]([NH:11][C:12]2[C:21]3[C:16](=[CH:17][CH:18]=[CH:19][CH:20]=3)[C:15]([OH:22])=[C:14]([S:24][CH2:25][C:26]([O:28][CH3:29])=[O:27])[CH:13]=2)(=[O:10])=[O:9])=[CH:4][CH:3]=1. The yield is 0.130. (10) The reactants are [Cl:1][C:2]1[CH:7]=[CH:6][C:5]([C:8](=O)[CH2:9][CH2:10][CH:11]2[CH2:15][CH2:14][CH2:13][CH2:12]2)=[CH:4][CH:3]=1.C(=O)([O-])[O-].[K+].[K+].Cl.[CH3:24][O:25][NH2:26]. The catalyst is C(O)C. The product is [CH3:24][O:25][N:26]=[C:8]([C:5]1[CH:6]=[CH:7][C:2]([Cl:1])=[CH:3][CH:4]=1)[CH2:9][CH2:10][CH:11]1[CH2:15][CH2:14][CH2:13][CH2:12]1. The yield is 0.610.